From a dataset of Peptide-MHC class I binding affinity with 185,985 pairs from IEDB/IMGT. Regression. Given a peptide amino acid sequence and an MHC pseudo amino acid sequence, predict their binding affinity value. This is MHC class I binding data. (1) The peptide sequence is VGCCYSSV. The MHC is H-2-Kb with pseudo-sequence H-2-Kb. The binding affinity (normalized) is 0.743. (2) The peptide sequence is VQFPTAFEF. The binding affinity (normalized) is 0.537. The MHC is Mamu-B3901 with pseudo-sequence Mamu-B3901. (3) The peptide sequence is MLIYSMWGK. The MHC is HLA-A68:01 with pseudo-sequence HLA-A68:01. The binding affinity (normalized) is 0.823. (4) The peptide sequence is YLLVKWIRK. The MHC is HLA-A03:01 with pseudo-sequence HLA-A03:01. The binding affinity (normalized) is 0.814.